This data is from Forward reaction prediction with 1.9M reactions from USPTO patents (1976-2016). The task is: Predict the product of the given reaction. (1) Given the reactants C(O[C:5](=[O:7])[CH3:6])(=O)C.[Br:8][C:9]1[C:14]([F:15])=[CH:13][C:12]([NH2:16])=[C:11]([CH3:17])[CH:10]=1, predict the reaction product. The product is: [Br:8][C:9]1[C:14]([F:15])=[CH:13][C:12]([NH:16][C:5](=[O:7])[CH3:6])=[C:11]([CH3:17])[CH:10]=1. (2) The product is: [Cl:35][C:9]1[CH:10]=[C:11]2[N:16]=[C:15]([O:17][C@H:18]3[C@H:22]4[O:23][CH2:24][C@@H:25]([OH:26])[C@H:21]4[O:20][CH2:19]3)[N:14]([CH2:27][O:28][CH2:29][CH2:30][Si:31]([CH3:34])([CH3:33])[CH3:32])[C:12]2=[N:13][C:8]=1[C:5]1[CH:6]=[CH:7][C:2]([N:50]2[CH2:51][CH2:52][S:47](=[N:46][C:43](=[O:45])[CH3:44])(=[O:53])[CH2:48][CH2:49]2)=[CH:3][CH:4]=1. Given the reactants Br[C:2]1[CH:7]=[CH:6][C:5]([C:8]2[N:13]=[C:12]3[N:14]([CH2:27][O:28][CH2:29][CH2:30][Si:31]([CH3:34])([CH3:33])[CH3:32])[C:15]([O:17][C@H:18]4[C@H:22]5[O:23][CH2:24][C@@H:25]([OH:26])[C@H:21]5[O:20][CH2:19]4)=[N:16][C:11]3=[CH:10][C:9]=2[Cl:35])=[CH:4][CH:3]=1.FC(F)(F)C(O)=O.[C:43]([N:46]=[S:47]1(=[O:53])[CH2:52][CH2:51][NH:50][CH2:49][CH2:48]1)(=[O:45])[CH3:44].CC(C)([O-])C.[Na+].C(O)(C)(C)C.[Na], predict the reaction product. (3) Given the reactants Cl[C:2]1[C:10]2[C:6](=[N:7][O:8][N:9]=2)[C:5]([N+:11]([O-:13])=[O:12])=[CH:4][CH:3]=1.[C:14]([N:21]1[CH2:26][CH2:25][NH:24][CH2:23][CH2:22]1)([O:16][C:17]([CH3:20])([CH3:19])[CH3:18])=[O:15], predict the reaction product. The product is: [N+:11]([C:5]1[C:6]2=[N:7][O:8][N:9]=[C:10]2[C:2]([N:24]2[CH2:23][CH2:22][N:21]([C:14]([O:16][C:17]([CH3:20])([CH3:19])[CH3:18])=[O:15])[CH2:26][CH2:25]2)=[CH:3][CH:4]=1)([O-:13])=[O:12]. (4) The product is: [C:1]([C:4]1[C:5]([CH2:20][NH:21][C:22]([C@@H:24]2[C@@H:28]([F:29])[CH2:27][CH2:26][N:25]2[C:30]([O:32][C:33]([CH3:36])([CH3:35])[CH3:34])=[O:31])=[O:23])=[CH:6][C:7]([C:10]2[CH:11]=[N:12][C:13]([C:16]([F:19])([F:17])[F:18])=[CH:14][CH:15]=2)=[N:8][CH:9]=1)#[N:2]. Given the reactants [C:1]([C:4]1[C:5]([CH2:20][NH:21][C:22]([C@@H:24]2[C@@H:28]([F:29])[CH2:27][CH2:26][N:25]2[C:30]([O:32][C:33]([CH3:36])([CH3:35])[CH3:34])=[O:31])=[O:23])=[CH:6][C:7]([C:10]2[CH:11]=[N:12][C:13]([C:16]([F:19])([F:18])[F:17])=[CH:14][CH:15]=2)=[N:8][CH:9]=1)(=O)[NH2:2].C(OC(C(F)(F)F)=O)(C(F)(F)F)=O, predict the reaction product. (5) Given the reactants [CH2:1]([C:3]1[C:8](=[O:9])[NH:7][C:6]([CH3:10])=[C:5]([C:11]2[S:15][C:14]([S:16](Cl)(=[O:18])=[O:17])=[CH:13][CH:12]=2)[CH:4]=1)[CH3:2].[NH:20]1[C:28]2[C:23](=[CH:24][CH:25]=[CH:26][CH:27]=2)[C:22]([CH2:29][NH2:30])=[CH:21]1, predict the reaction product. The product is: [NH:20]1[C:28]2[C:23](=[CH:24][CH:25]=[CH:26][CH:27]=2)[C:22]([CH2:29][NH:30][S:16]([C:14]2[S:15][C:11]([C:5]3[CH:4]=[C:3]([CH2:1][CH3:2])[C:8](=[O:9])[NH:7][C:6]=3[CH3:10])=[CH:12][CH:13]=2)(=[O:18])=[O:17])=[CH:21]1. (6) The product is: [CH2:1]([N:3]1[C:7]2[N:8]=[C:9]([C:18]3[CH:23]=[CH:22][C:21]([NH:24][C:25]([NH:27][C:28]4[CH:36]=[CH:35][C:31]([C:32]([NH:37][CH2:38][CH2:39][N:40]5[CH2:45][CH2:44][CH2:43][CH2:42][CH2:41]5)=[O:33])=[CH:30][CH:29]=4)=[O:26])=[CH:20][CH:19]=3)[N:10]=[C:11]([N:12]3[CH2:13][CH2:14][O:15][CH2:16][CH2:17]3)[C:6]=2[CH:5]=[CH:4]1)[CH3:2]. Given the reactants [CH2:1]([N:3]1[C:7]2[N:8]=[C:9]([C:18]3[CH:23]=[CH:22][C:21]([NH:24][C:25]([NH:27][C:28]4[CH:36]=[CH:35][C:31]([C:32](O)=[O:33])=[CH:30][CH:29]=4)=[O:26])=[CH:20][CH:19]=3)[N:10]=[C:11]([N:12]3[CH2:17][CH2:16][O:15][CH2:14][CH2:13]3)[C:6]=2[CH:5]=[CH:4]1)[CH3:2].[NH2:37][CH2:38][CH2:39][N:40]1[CH2:45][CH2:44][CH2:43][CH2:42][CH2:41]1, predict the reaction product. (7) Given the reactants N1([C:6]([C:8]2[CH:9]=[C:10]([C:18]3[N:19]=[C:20]([C:23]4[CH:28]=[CH:27][N:26]=[CH:25][CH:24]=4)[S:21][CH:22]=3)[C:11](=[O:17])[NH:12][C:13]=2[CH:14]([CH3:16])[CH3:15])=[O:7])C=CN=C1.[CH3:29][N:30]1[CH2:34][CH2:33][CH2:32][CH:31]1[CH2:35][CH2:36][OH:37], predict the reaction product. The product is: [CH3:29][N:30]1[CH2:34][CH2:33][CH2:32][CH:31]1[CH2:35][CH2:36][O:37][C:6]([C:8]1[CH:9]=[C:10]([C:18]2[N:19]=[C:20]([C:23]3[CH:28]=[CH:27][N:26]=[CH:25][CH:24]=3)[S:21][CH:22]=2)[C:11](=[O:17])[NH:12][C:13]=1[CH:14]([CH3:16])[CH3:15])=[O:7].